This data is from Reaction yield outcomes from USPTO patents with 853,638 reactions. The task is: Predict the reaction yield, written as a fraction of the theoretical maximum amount of product (1.0 means a 100% yield; for example, 0.34 means a 34% yield). The reactants are [CH3:1][O:2][C:3](=[O:18])[C:4]1[CH:9]=[CH:8][CH:7]=[C:6]([C:10]2[CH:15]=[C:14]([CH3:16])[N:13]=[C:12]([CH3:17])[CH:11]=2)[CH:5]=1.[C:19]([C:22]1C=C(B(O)O)C=CC=1)([OH:21])=[O:20].BrC1C=C(C)N=C(C)C=1.COC(=O)C1C=CC=C(C2C=CN=C(C)C=2)C=1.OO. The catalyst is C(O)(=O)C.C(OC(=O)C)(=O)C. The product is [CH3:1][O:2][C:3](=[O:18])[C:4]1[CH:9]=[CH:8][CH:7]=[C:6]([C:10]2[CH:15]=[C:14]([CH3:16])[N:13]=[C:12]([CH2:17][O:21][C:19](=[O:20])[CH3:22])[CH:11]=2)[CH:5]=1. The yield is 0.820.